From a dataset of NCI-60 drug combinations with 297,098 pairs across 59 cell lines. Regression. Given two drug SMILES strings and cell line genomic features, predict the synergy score measuring deviation from expected non-interaction effect. (1) Drug 1: CC(CN1CC(=O)NC(=O)C1)N2CC(=O)NC(=O)C2. Drug 2: CCN(CC)CCCC(C)NC1=C2C=C(C=CC2=NC3=C1C=CC(=C3)Cl)OC. Cell line: SK-MEL-28. Synergy scores: CSS=20.2, Synergy_ZIP=-1.98, Synergy_Bliss=7.26, Synergy_Loewe=7.72, Synergy_HSA=8.21. (2) Drug 1: CCN(CC)CCCC(C)NC1=C2C=C(C=CC2=NC3=C1C=CC(=C3)Cl)OC. Drug 2: CCC1(C2=C(COC1=O)C(=O)N3CC4=CC5=C(C=CC(=C5CN(C)C)O)N=C4C3=C2)O.Cl. Cell line: HOP-92. Synergy scores: CSS=38.0, Synergy_ZIP=-7.87, Synergy_Bliss=-3.63, Synergy_Loewe=-0.391, Synergy_HSA=0.184. (3) Drug 2: CC1CCCC2(C(O2)CC(NC(=O)CC(C(C(=O)C(C1O)C)(C)C)O)C(=CC3=CSC(=N3)C)C)C. Synergy scores: CSS=72.3, Synergy_ZIP=-0.862, Synergy_Bliss=-2.09, Synergy_Loewe=-1.29, Synergy_HSA=0.988. Cell line: HCT116. Drug 1: C1CCC(C(C1)N)N.C(=O)(C(=O)[O-])[O-].[Pt+4]. (4) Drug 1: CC1=C2C(C(=O)C3(C(CC4C(C3C(C(C2(C)C)(CC1OC(=O)C(C(C5=CC=CC=C5)NC(=O)C6=CC=CC=C6)O)O)OC(=O)C7=CC=CC=C7)(CO4)OC(=O)C)O)C)OC(=O)C. Drug 2: C1C(C(OC1N2C=NC(=NC2=O)N)CO)O. Cell line: SNB-75. Synergy scores: CSS=11.5, Synergy_ZIP=-8.75, Synergy_Bliss=-5.45, Synergy_Loewe=-18.6, Synergy_HSA=-6.10. (5) Drug 1: CCC1=CC2CC(C3=C(CN(C2)C1)C4=CC=CC=C4N3)(C5=C(C=C6C(=C5)C78CCN9C7C(C=CC9)(C(C(C8N6C)(C(=O)OC)O)OC(=O)C)CC)OC)C(=O)OC.C(C(C(=O)O)O)(C(=O)O)O. Drug 2: CCCCC(=O)OCC(=O)C1(CC(C2=C(C1)C(=C3C(=C2O)C(=O)C4=C(C3=O)C=CC=C4OC)O)OC5CC(C(C(O5)C)O)NC(=O)C(F)(F)F)O. Cell line: SNB-75. Synergy scores: CSS=19.6, Synergy_ZIP=-0.257, Synergy_Bliss=-1.29, Synergy_Loewe=0.0868, Synergy_HSA=-0.513. (6) Drug 1: C1=CC(=CC=C1CCCC(=O)O)N(CCCl)CCCl. Drug 2: COCCOC1=C(C=C2C(=C1)C(=NC=N2)NC3=CC=CC(=C3)C#C)OCCOC.Cl. Cell line: NCIH23. Synergy scores: CSS=49.2, Synergy_ZIP=-2.21, Synergy_Bliss=-6.09, Synergy_Loewe=-5.35, Synergy_HSA=-4.96. (7) Drug 1: C1CCN(CC1)CCOC2=CC=C(C=C2)C(=O)C3=C(SC4=C3C=CC(=C4)O)C5=CC=C(C=C5)O. Drug 2: CC(C)(C#N)C1=CC(=CC(=C1)CN2C=NC=N2)C(C)(C)C#N. Cell line: SK-MEL-28. Synergy scores: CSS=-4.61, Synergy_ZIP=6.55, Synergy_Bliss=8.33, Synergy_Loewe=3.06, Synergy_HSA=3.11. (8) Drug 1: CC12CCC3C(C1CCC2=O)CC(=C)C4=CC(=O)C=CC34C. Drug 2: COC1=C2C(=CC3=C1OC=C3)C=CC(=O)O2. Cell line: SF-268. Synergy scores: CSS=45.7, Synergy_ZIP=-0.906, Synergy_Bliss=-2.51, Synergy_Loewe=-2.37, Synergy_HSA=-2.93.